This data is from CYP2C19 inhibition data for predicting drug metabolism from PubChem BioAssay. The task is: Regression/Classification. Given a drug SMILES string, predict its absorption, distribution, metabolism, or excretion properties. Task type varies by dataset: regression for continuous measurements (e.g., permeability, clearance, half-life) or binary classification for categorical outcomes (e.g., BBB penetration, CYP inhibition). Dataset: cyp2c19_veith. (1) The compound is CN1CCN(c2cc(-c3ccccc3C(F)(F)F)ncn2)CC1. The result is 1 (inhibitor). (2) The molecule is CCC(C)OC(=O)C1=C(C)NC(=O)CC1c1ccccc1OC. The result is 1 (inhibitor).